Dataset: Forward reaction prediction with 1.9M reactions from USPTO patents (1976-2016). Task: Predict the product of the given reaction. (1) Given the reactants [Cl:1][C:2]1[C:7]([Cl:8])=[CH:6][CH:5]=[CH:4][C:3]=1B(O)O.[NH2:12][C:13]1[N:14]=[C:15]([N:24]2[CH2:29][CH2:28][N:27]([C:30](=[O:40])[CH2:31][O:32][C:33]3[CH:38]=[CH:37][C:36]([Cl:39])=[CH:35][CH:34]=3)[CH2:26][CH2:25]2)[C:16]2[N:22]=[C:21](Cl)[CH:20]=[CH:19][C:17]=2[N:18]=1, predict the reaction product. The product is: [NH2:12][C:13]1[N:14]=[C:15]([N:24]2[CH2:25][CH2:26][N:27]([C:30](=[O:40])[CH2:31][O:32][C:33]3[CH:38]=[CH:37][C:36]([Cl:39])=[CH:35][CH:34]=3)[CH2:28][CH2:29]2)[C:16]2[N:22]=[C:21]([C:3]3[CH:4]=[CH:5][CH:6]=[C:7]([Cl:8])[C:2]=3[Cl:1])[CH:20]=[CH:19][C:17]=2[N:18]=1. (2) Given the reactants C(OC[N:9]1[C:18](=[O:19])[C:17]2[C:12](=[CH:13][C:14]([O:24][CH2:25][CH2:26][O:27][CH3:28])=[CH:15][C:16]=2[O:20][CH2:21][CH2:22][Cl:23])[N:11]=[CH:10]1)(=O)C(C)(C)C.N, predict the reaction product. The product is: [Cl:23][CH2:22][CH2:21][O:20][C:16]1[CH:15]=[C:14]([O:24][CH2:25][CH2:26][O:27][CH3:28])[CH:13]=[C:12]2[C:17]=1[C:18](=[O:19])[NH:9][CH:10]=[N:11]2. (3) Given the reactants C[O:2][C:3]([C:5]1[N:6]=[N:7][N:8]([CH2:10][C:11]2[CH:16]=[CH:15][C:14]([C:17]3[CH:22]=[CH:21][CH:20]=[CH:19][CH:18]=3)=[CH:13][CH:12]=2)[CH:9]=1)=[O:4].O.[OH-].[Li+], predict the reaction product. The product is: [C:14]1([C:17]2[CH:22]=[CH:21][CH:20]=[CH:19][CH:18]=2)[CH:13]=[CH:12][C:11]([CH2:10][N:8]2[CH:9]=[C:5]([C:3]([OH:4])=[O:2])[N:6]=[N:7]2)=[CH:16][CH:15]=1. (4) Given the reactants Br[C:2]1[CH:7]=[CH:6][N:5]=[C:4]([C:8]2[N:12]=[C:11]([C:13]3[N:14]=[CH:15][O:16][CH:17]=3)[N:10]([CH2:18][C:19]3[CH:24]=[CH:23][CH:22]=[CH:21][C:20]=3[F:25])[N:9]=2)[CH:3]=1.[NH:26]1[CH2:31][CH2:30][O:29][CH2:28][CH2:27]1, predict the reaction product. The product is: [F:25][C:20]1[CH:21]=[CH:22][CH:23]=[CH:24][C:19]=1[CH2:18][N:10]1[C:11]([C:13]2[N:14]=[CH:15][O:16][CH:17]=2)=[N:12][C:8]([C:4]2[CH:3]=[C:2]([N:26]3[CH2:31][CH2:30][O:29][CH2:28][CH2:27]3)[CH:7]=[CH:6][N:5]=2)=[N:9]1. (5) Given the reactants [Cl:1][C:2]1[CH:7]=[CH:6][C:5]([C:8](=[CH2:21])[CH2:9][C:10]([OH:20])([C:16]([F:19])([F:18])[F:17])[C:11](OCC)=[O:12])=[C:4]([O:22][CH3:23])[C:3]=1[F:24].[H-].[Al+3].[Li+].[H-].[H-].[H-].[Cl-].[NH4+].C(O)(=O)C(C(C(O)=O)O)O, predict the reaction product. The product is: [Cl:1][C:2]1[CH:7]=[CH:6][C:5]([C:8](=[CH2:21])[CH2:9][C:10]([OH:20])([C:16]([F:19])([F:18])[F:17])[CH:11]=[O:12])=[C:4]([O:22][CH3:23])[C:3]=1[F:24]. (6) The product is: [O:16]1[CH:20]=[CH:19][C:18]([C:2]2[C:10]3[C:5](=[CH:6][CH:7]=[CH:8][CH:9]=3)[NH:4][C:3]=2[C:11]([O:13][CH2:14][CH3:15])=[O:12])=[CH:17]1. Given the reactants Br[C:2]1[C:10]2[C:5](=[CH:6][CH:7]=[CH:8][CH:9]=2)[NH:4][C:3]=1[C:11]([O:13][CH2:14][CH3:15])=[O:12].[O:16]1[CH:20]=[CH:19][C:18](B(O)O)=[CH:17]1.C(=O)([O-])[O-].[Na+].[Na+], predict the reaction product. (7) Given the reactants C([O:3][C:4]([C:6]1[C:15](=[O:16])[C:14]2[C:9](=[CH:10][CH:11]=[CH:12][C:13]=2[OH:17])[NH:8][CH:7]=1)=[O:5])C, predict the reaction product. The product is: [OH:17][C:13]1[CH:12]=[CH:11][CH:10]=[C:9]2[C:14]=1[C:15](=[O:16])[C:6]([C:4]([OH:5])=[O:3])=[CH:7][NH:8]2. (8) Given the reactants [CH:1]([Mg]Br)=[CH2:2].[C:5]([O:9][C:10](=[O:22])[NH:11][C@:12]([C:16](=[O:21])N(OC)C)(C)[CH2:13][CH3:14])([CH3:8])([CH3:7])[CH3:6].O1CCC[CH2:24]1, predict the reaction product. The product is: [C:5]([O:9][C:10](=[O:22])[NH:11][C@H:12]([CH:13]([CH3:14])[CH3:24])[C:16](=[O:21])[CH:1]=[CH2:2])([CH3:6])([CH3:7])[CH3:8]. (9) Given the reactants [F:1][C:2]1[CH:3]=[C:4]([N:11]2[CH2:16][CH2:15][N:14]([CH:17](O)[CH3:18])[CH2:13][CH2:12]2)[CH:5]=[CH:6][C:7]=1[N+:8]([O-])=O.FC1C=CC([N+]([O-])=O)=C(N2CCN(CC[OH:35])CC2)C=1, predict the reaction product. The product is: [NH2:8][C:7]1[CH:6]=[CH:5][C:4]([N:11]2[CH2:16][CH2:15][N:14]([CH2:17][CH2:18][OH:35])[CH2:13][CH2:12]2)=[CH:3][C:2]=1[F:1].